This data is from Catalyst prediction with 721,799 reactions and 888 catalyst types from USPTO. The task is: Predict which catalyst facilitates the given reaction. (1) Reactant: C(=O)([O-])[O-].[K+].[K+].[Br:7][C:8]1[CH:42]=[CH:41][C:11]([C:12]([NH:14][C:15]2[C:16]3[CH:29]=[C:28]([C:30]([NH:32][N:33]([CH3:40])[C:34]4[CH:39]=[CH:38][CH:37]=[CH:36][CH:35]=4)=[O:31])[S:27][C:17]=3[N:18](C(OC(C)(C)C)=O)[N:19]=2)=[O:13])=[CH:10][CH:9]=1. Product: [Br:7][C:8]1[CH:9]=[CH:10][C:11]([C:12]([NH:14][C:15]2[C:16]3[CH:29]=[C:28]([C:30]([NH:32][N:33]([CH3:40])[C:34]4[CH:39]=[CH:38][CH:37]=[CH:36][CH:35]=4)=[O:31])[S:27][C:17]=3[NH:18][N:19]=2)=[O:13])=[CH:41][CH:42]=1. The catalyst class is: 5. (2) Reactant: [Cl:1][C:2]1[CH:3]=[C:4]([N:9]2[CH2:15][CH:14]3[CH:11]([CH2:12][NH:13]3)[CH2:10]2)[CH:5]=[N:6][C:7]=1[Cl:8].[CH3:16][S:17]([OH:20])(=[O:19])=[O:18].O.N. Product: [CH3:16][S:17]([OH:20])(=[O:19])=[O:18].[Cl:1][C:2]1[CH:3]=[C:4]([N:9]2[CH2:15][C@@H:14]3[C@@H:11]([CH2:12][NH:13]3)[CH2:10]2)[CH:5]=[N:6][C:7]=1[Cl:8]. The catalyst class is: 1. (3) Reactant: [NH2:1][C:2]1[C:6]2[CH:7]=[C:8]3[CH2:15][CH2:14][CH2:13][CH2:12][CH2:11][C:9]3=[N:10][C:5]=2[S:4][C:3]=1[C:16]([NH:18][C:19]1[S:20][C:21]([C:24]2[CH:29]=[CH:28][CH:27]=[CH:26][CH:25]=2)=[N:22][N:23]=1)=[O:17].CI.[CH2:32](Cl)Cl. Product: [CH3:32][NH:1][C:2]1[C:6]2[CH:7]=[C:8]3[CH2:15][CH2:14][CH2:13][CH2:12][CH2:11][C:9]3=[N:10][C:5]=2[S:4][C:3]=1[C:16]([NH:18][C:19]1[S:20][C:21]([C:24]2[CH:25]=[CH:26][CH:27]=[CH:28][CH:29]=2)=[N:22][N:23]=1)=[O:17]. The catalyst class is: 37. (4) Reactant: [Cl-].[Li+].C([Mg]Cl)CC.I[C:9]1[C:17]2[C:12](=[N:13][CH:14]=[C:15]([C:18]3[CH:23]=[C:22]([O:24][CH3:25])[C:21]([O:26][CH3:27])=[C:20]([O:28][CH3:29])[CH:19]=3)[N:16]=2)[N:11]([Si:30]([CH:37]([CH3:39])[CH3:38])([CH:34]([CH3:36])[CH3:35])[CH:31]([CH3:33])[CH3:32])[CH:10]=1.[CH3:40][C:41]([CH3:47])([CH:45]=[O:46])[CH2:42][C:43]#[N:44]. Product: [OH:46][CH:45]([C:9]1[C:17]2[C:12](=[N:13][CH:14]=[C:15]([C:18]3[CH:23]=[C:22]([O:24][CH3:25])[C:21]([O:26][CH3:27])=[C:20]([O:28][CH3:29])[CH:19]=3)[N:16]=2)[N:11]([Si:30]([CH:37]([CH3:39])[CH3:38])([CH:34]([CH3:36])[CH3:35])[CH:31]([CH3:33])[CH3:32])[CH:10]=1)[C:41]([CH3:47])([CH3:40])[CH2:42][C:43]#[N:44]. The catalyst class is: 7. (5) Reactant: Br[C:2]1[S:6][C:5]([S:7]([NH2:10])(=[O:9])=[O:8])=[CH:4][CH:3]=1.[CH3:11][O:12][C:13]1[CH:14]=[C:15](B(O)O)[CH:16]=[CH:17][C:18]=1[O:19][CH3:20].N#N.C([O-])([O-])=O.[Na+].[Na+].O. The catalyst class is: 128. Product: [CH3:11][O:12][C:13]1[CH:14]=[C:15]([C:2]2[S:6][C:5]([S:7]([NH2:10])(=[O:9])=[O:8])=[CH:4][CH:3]=2)[CH:16]=[CH:17][C:18]=1[O:19][CH3:20]. (6) Reactant: [Br:1][C:2]1[CH:3]=[C:4]([CH:7]=[CH:8][C:9]=1[O:10][CH3:11])[CH:5]=[O:6].[OH:12][CH2:13][C:14]([CH3:18])([CH2:16]O)[CH3:15].O. Product: [Br:1][C:2]1[CH:3]=[C:4]([CH:5]2[O:12][CH2:13][C:14]([CH3:18])([CH3:16])[CH2:15][O:6]2)[CH:7]=[CH:8][C:9]=1[O:10][CH3:11]. The catalyst class is: 11. (7) The catalyst class is: 17. Reactant: [NH2:1][C:2]1[CH:6]=[C:5]([C:7]([NH:9][CH2:10][C:11]2[CH:16]=[C:15]([Cl:17])[CH:14]=[CH:13][C:12]=2[CH3:18])=[O:8])[O:4][N:3]=1.C(Cl)Cl.[F:22][C:23]([F:34])([F:33])[C:24](O[C:24](=[O:25])[C:23]([F:34])([F:33])[F:22])=[O:25]. Product: [Cl:17][C:15]1[CH:14]=[CH:13][C:12]([CH3:18])=[C:11]([CH:16]=1)[CH2:10][NH:9][C:7]([C:5]1[O:4][N:3]=[C:2]([NH:1][C:24](=[O:25])[C:23]([F:34])([F:33])[F:22])[CH:6]=1)=[O:8].